This data is from Peptide-MHC class II binding affinity with 134,281 pairs from IEDB. The task is: Regression. Given a peptide amino acid sequence and an MHC pseudo amino acid sequence, predict their binding affinity value. This is MHC class II binding data. (1) The peptide sequence is SNLLRAIEAQQHLLQLTVWGIKQL. The MHC is DRB1_0901 with pseudo-sequence DRB1_0901. The binding affinity (normalized) is 0.622. (2) The peptide sequence is KFDSALARKHIARELH. The MHC is DRB1_1501 with pseudo-sequence DRB1_1501. The binding affinity (normalized) is 0.175.